From a dataset of Full USPTO retrosynthesis dataset with 1.9M reactions from patents (1976-2016). Predict the reactants needed to synthesize the given product. Given the product [CH3:14][S:13][C:4]1[N:3]=[CH:2][C:7]([C:8]([O:10][CH2:11][CH3:12])=[O:9])=[CH:6][N:5]=1, predict the reactants needed to synthesize it. The reactants are: Cl[C:2]1[C:7]([C:8]([O:10][CH2:11][CH3:12])=[O:9])=[CH:6][N:5]=[C:4]([S:13][CH3:14])[N:3]=1.[NH4+].[Cl-].